From a dataset of Full USPTO retrosynthesis dataset with 1.9M reactions from patents (1976-2016). Predict the reactants needed to synthesize the given product. (1) Given the product [Cl:22][C:4]1[CH:5]=[C:6]2[C:11](=[CH:12][C:3]=1[CH2:2][N:26]([CH:23]([CH3:25])[CH3:24])[CH3:27])[O:10][CH:9]([C:13]([F:16])([F:15])[F:14])[C:8]([C:17]([O:19][CH2:20][CH3:21])=[O:18])=[CH:7]2, predict the reactants needed to synthesize it. The reactants are: Br[CH2:2][C:3]1[CH:12]=[C:11]2[C:6]([CH:7]=[C:8]([C:17]([O:19][CH2:20][CH3:21])=[O:18])[CH:9]([C:13]([F:16])([F:15])[F:14])[O:10]2)=[CH:5][C:4]=1[Cl:22].[CH:23]([NH:26][CH3:27])([CH3:25])[CH3:24].C(=O)([O-])[O-].[K+].[K+]. (2) Given the product [C@H:22]1([NH:21][C:6]2[CH:5]=[CH:4][C:3]3[C:8](=[CH:9][CH:10]=[CH:11][C:2]=3[O:1][CH2:14][C:15]3[CH:16]=[N:17][CH:18]=[CH:19][CH:20]=3)[N:7]=2)[C:30]2[C:25](=[CH:26][CH:27]=[CH:28][CH:29]=2)[CH2:24][CH2:23]1, predict the reactants needed to synthesize it. The reactants are: [OH:1][C:2]1[CH:11]=[CH:10][CH:9]=[C:8]2[C:3]=1[CH:4]=[CH:5][C:6](Cl)=[N:7]2.Br[CH2:14][C:15]1[CH:16]=[N:17][CH:18]=[CH:19][CH:20]=1.[NH2:21][C@H:22]1[C:30]2[C:25](=[CH:26][CH:27]=[CH:28][CH:29]=2)[CH2:24][CH2:23]1.